Dataset: Reaction yield outcomes from USPTO patents with 853,638 reactions. Task: Predict the reaction yield, written as a fraction of the theoretical maximum amount of product (1.0 means a 100% yield; for example, 0.34 means a 34% yield). (1) The reactants are O=C1C2C(=CC=CC=2)C(=O)[N:3]1[O:12][CH2:13][CH2:14][NH:15][S:16]([NH:19][C:20](=[O:26])[O:21][C:22]([CH3:25])([CH3:24])[CH3:23])(=[O:18])=[O:17].C(Cl)Cl.O.NN. The catalyst is C(O)C. The product is [NH2:3][O:12][CH2:13][CH2:14][NH:15][S:16]([NH:19][C:20](=[O:26])[O:21][C:22]([CH3:24])([CH3:23])[CH3:25])(=[O:18])=[O:17]. The yield is 0.440. (2) The reactants are [C:1](=O)([O-])[O-].[K+].[K+].Cl[C:8]1[C:13]2[CH:14]=[C:15]([N:17]3[CH2:21][CH2:20][N:19]([C:22]4[CH:23]=[N:24][CH:25]=[CH:26][C:27]=4[CH3:28])[C:18]3=[O:29])[S:16][C:12]=2[CH:11]=[CH:10][N:9]=1.CB(O)O.CO. The catalyst is C(Cl)(Cl)Cl.[Pd].C1(P(C2C=CC=CC=2)C2C=CC=CC=2)C=CC=CC=1.C1(P(C2C=CC=CC=2)C2C=CC=CC=2)C=CC=CC=1.C1(P(C2C=CC=CC=2)C2C=CC=CC=2)C=CC=CC=1.C1(P(C2C=CC=CC=2)C2C=CC=CC=2)C=CC=CC=1. The product is [CH3:28][C:27]1[CH:26]=[CH:25][N:24]=[CH:23][CH:22]=1.[CH3:1][C:8]1[C:13]2[CH:14]=[C:15]([N:17]3[CH2:21][CH2:20][NH:19][C:18]3=[O:29])[S:16][C:12]=2[CH:11]=[CH:10][N:9]=1. The yield is 0.164. (3) The reactants are [CH2:1]([O:8][C:9]([NH:11][C:12]1([C:15](O)=[O:16])[CH2:14][CH2:13]1)=[O:10])[C:2]1[CH:7]=[CH:6][CH:5]=[CH:4][CH:3]=1.[H]1[BH2][H][BH2]1.C([O-])([O-])=O.[K+].[K+]. The catalyst is O1CCCC1. The product is [CH2:1]([O:8][C:9]([NH:11][C:12]1([CH2:15][OH:16])[CH2:13][CH2:14]1)=[O:10])[C:2]1[CH:3]=[CH:4][CH:5]=[CH:6][CH:7]=1. The yield is 0.430. (4) The reactants are [CH3:1][S:2][C:3]1[N:8]=[C:7]([C:9]#[C:10][Si](C)(C)C)[CH:6]=[CH:5][N:4]=1.[F-].[K+]. The catalyst is CO. The product is [C:9]([C:7]1[CH:6]=[CH:5][N:4]=[C:3]([S:2][CH3:1])[N:8]=1)#[CH:10]. The yield is 0.830. (5) The reactants are Cl.[CH2:2]([O:9][C:10](=[O:16])[NH:11][CH2:12][CH2:13][CH2:14][NH2:15])[C:3]1[CH:8]=[CH:7][CH:6]=[CH:5][CH:4]=1.CCN(C(C)C)C(C)C.[Cl:26][C:27]1[N:32]=[C:31](Cl)[C:30]([Br:34])=[CH:29][N:28]=1. The catalyst is C(O)(C)C. The product is [CH2:2]([O:9][C:10](=[O:16])[NH:11][CH2:12][CH2:13][CH2:14][NH:15][C:29]1[C:30]([Br:34])=[CH:31][N:32]=[C:27]([Cl:26])[N:28]=1)[C:3]1[CH:8]=[CH:7][CH:6]=[CH:5][CH:4]=1. The yield is 0.990. (6) The reactants are [CH2:1]([O:4][C:5]1[CH:9]=[C:8]([CH2:10][CH2:11][C:12](OCC)=[O:13])[N:7]([CH2:17][C:18]2[CH:27]=[CH:26][C:25]3[C:20](=[CH:21][CH:22]=[CH:23][CH:24]=3)[N:19]=2)[N:6]=1)[CH2:2][CH3:3].[H-].C([Al+]CC(C)C)C(C)C.C(O)C.[Cl-].[NH4+]. The catalyst is O1CCCC1.C1(C)C=CC=CC=1. The product is [CH2:1]([O:4][C:5]1[CH:9]=[C:8]([CH2:10][CH2:11][CH2:12][OH:13])[N:7]([CH2:17][C:18]2[CH:27]=[CH:26][C:25]3[C:20](=[CH:21][CH:22]=[CH:23][CH:24]=3)[N:19]=2)[N:6]=1)[CH2:2][CH3:3]. The yield is 0.700. (7) The reactants are [O:1]([C:3]1[CH:8]=[CH:7][C:6]([C:9]2[N:18]=[C:17]([C:19]([OH:21])=O)[C:16]3[C:11](=[CH:12][CH:13]=[CH:14][CH:15]=3)[N:10]=2)=[CH:5][CH:4]=1)[CH3:2].Cl.[CH3:23][O:24][C:25]1[C:34]([O:35][CH3:36])=[CH:33][CH:32]=[C:31]2[C:26]=1[CH2:27][CH2:28][NH:29][CH2:30]2. No catalyst specified. The product is [O:1]([C:3]1[CH:8]=[CH:7][C:6]([C:9]2[N:18]=[C:17]([C:19]([N:29]3[CH2:28][CH2:27][C:26]4[C:31](=[CH:32][CH:33]=[C:34]([O:35][CH3:36])[C:25]=4[O:24][CH3:23])[CH2:30]3)=[O:21])[C:16]3[C:11](=[CH:12][CH:13]=[CH:14][CH:15]=3)[N:10]=2)=[CH:5][CH:4]=1)[CH3:2]. The yield is 0.130. (8) The reactants are [O:1]1[C:7]2[CH:8]=[C:9]([C:12]([O:14][CH3:15])=[O:13])[CH:10]=[CH:11][C:6]=2[CH2:5][NH:4][CH2:3][CH2:2]1.[CH2:16]([NH:19][C:20]1[C:21]2[CH:31]=[CH:30][CH:29]=[CH:28][C:22]=2[S:23][C:24]=1[C:25]([O-])=[O:26])[CH2:17][CH3:18].[Li+].CN(C(ON1N=NC2C=CC=NC1=2)=[N+](C)C)C.F[P-](F)(F)(F)(F)F.CCN(C(C)C)C(C)C. The catalyst is CN(C=O)C. The product is [CH2:16]([NH:19][C:20]1[C:21]2[CH:31]=[CH:30][CH:29]=[CH:28][C:22]=2[S:23][C:24]=1[C:25]([N:4]1[CH2:5][C:6]2[CH:11]=[CH:10][C:9]([C:12]([O:14][CH3:15])=[O:13])=[CH:8][C:7]=2[O:1][CH2:2][CH2:3]1)=[O:26])[CH2:17][CH3:18]. The yield is 0.240. (9) The reactants are C([O:5][C:6](=O)[NH:7][C@H:8]1[CH2:13][CH2:12][C@@H:11]([N:14]2[C:19](=[O:20])[C:18]3[CH:21]=[C:22]([F:25])[CH:23]=[N:24][C:17]=3[N:16]([C:26]3[CH:31]=[CH:30][CH:29]=[C:28]([C:32]([NH:34][CH:35]4[CH:40]5[CH2:41][CH2:42][N:37]([CH2:38][CH2:39]5)[CH2:36]4)=[O:33])[CH:27]=3)[C:15]2=[O:43])[CH2:10][CH2:9]1)(C)(C)C.Cl.O1CCOCC1.[F:52][C:53]1[CH:54]=[CH:55][C:56]2[N:57]([CH:59]=[C:60](C(O)=O)[N:61]=2)[CH:58]=1.C(N(CC)C(C)C)(C)C. The catalyst is CN(C)C=O.O.C(OCC)(=O)C. The product is [N:37]12[CH2:38][CH2:39][CH:40]([CH2:41][CH2:42]1)[CH:35]([NH:34][C:32]([C:28]1[CH:27]=[C:26]([N:16]3[C:17]4[N:24]=[CH:23][C:22]([F:25])=[CH:21][C:18]=4[C:19](=[O:20])[N:14]([C@@H:11]4[CH2:10][CH2:9][C@H:8]([NH:7][C:6]([C:60]5[N:61]=[C:56]6[CH:55]=[CH:54][C:53]([F:52])=[CH:58][N:57]6[CH:59]=5)=[O:5])[CH2:13][CH2:12]4)[C:15]3=[O:43])[CH:31]=[CH:30][CH:29]=1)=[O:33])[CH2:36]2. The yield is 0.110.